This data is from Forward reaction prediction with 1.9M reactions from USPTO patents (1976-2016). The task is: Predict the product of the given reaction. (1) Given the reactants Br[C:2]1[CH:3]=[C:4]([C:8]([O:10]C)=[O:9])[O:5][C:6]=1[CH3:7].[CH3:12][N:13]1[C:17](B2OC(C)(C)C(C)(C)O2)=[CH:16][CH:15]=[N:14]1.C(=O)([O-])[O-].[K+].[K+].[OH-].[Na+], predict the reaction product. The product is: [CH3:7][C:6]1[O:5][C:4]([C:8]([OH:10])=[O:9])=[CH:3][C:2]=1[C:17]1[N:13]([CH3:12])[N:14]=[CH:15][CH:16]=1. (2) Given the reactants [S:1]1[C:5]2[CH:6]=[CH:7][CH:8]=[CH:9][C:4]=2[N:3]=[CH:2]1.C([Li])CCC.CN([CH:18]=[O:19])C, predict the reaction product. The product is: [S:1]1[C:5]2[CH:6]=[CH:7][CH:8]=[CH:9][C:4]=2[N:3]=[C:2]1[CH:18]=[O:19]. (3) Given the reactants [S:1]1[CH:5]=[CH:4][C:3](B(O)O)=[CH:2]1.[CH2:9](Br)[C:10]1[CH:15]=[CH:14][CH:13]=[CH:12][CH:11]=1, predict the reaction product. The product is: [CH2:9]([C:3]1[CH:4]=[CH:5][S:1][CH:2]=1)[C:10]1[CH:15]=[CH:14][CH:13]=[CH:12][CH:11]=1. (4) Given the reactants [NH2:1][C:2]1[C:3]2[C:11](=[O:12])[CH:10]=[CH:9][NH:8][C:4]=2[N:5]=[CH:6][N:7]=1.C([O-])([O-])=O.[Cs+].[Cs+].[Cl:19][C:20]1[CH:29]=[CH:28][CH:27]=[C:26]2[C:21]=1[C:22](=[O:40])[N:23]([C:32]1[CH:37]=[CH:36][CH:35]=[CH:34][C:33]=1[O:38][CH3:39])[C:24]([CH2:30]Cl)=[N:25]2, predict the reaction product. The product is: [NH2:1][C:2]1[C:3]2[C:11](=[O:12])[CH:10]=[CH:9][N:8]([CH2:30][C:24]3[N:23]([C:32]4[CH:37]=[CH:36][CH:35]=[CH:34][C:33]=4[O:38][CH3:39])[C:22](=[O:40])[C:21]4[C:26](=[CH:27][CH:28]=[CH:29][C:20]=4[Cl:19])[N:25]=3)[C:4]=2[N:5]=[CH:6][N:7]=1. (5) The product is: [F:31][C:25]1[CH:26]=[CH:27][C:28]([F:30])=[CH:29][C:24]=1[C@H:20]1[CH2:21][CH2:22][CH2:23][N:19]1[C:16]1[CH:17]=[CH:18][N:13]2[N:12]=[CH:11][C:10]([C:8]([NH:7][C:4]([CH3:6])([CH3:5])[CH2:3][NH:2][S:40]([CH3:39])(=[O:42])=[O:41])=[O:9])=[C:14]2[N:15]=1. Given the reactants Cl.[NH2:2][CH2:3][C:4]([NH:7][C:8]([C:10]1[CH:11]=[N:12][N:13]2[CH:18]=[CH:17][C:16]([N:19]3[CH2:23][CH2:22][CH2:21][C@@H:20]3[C:24]3[CH:29]=[C:28]([F:30])[CH:27]=[CH:26][C:25]=3[F:31])=[N:15][C:14]=12)=[O:9])([CH3:6])[CH3:5].C(N(CC)CC)C.[CH3:39][S:40](Cl)(=[O:42])=[O:41], predict the reaction product. (6) Given the reactants [CH:1]1([N:5]2[CH2:11][CH2:10][CH2:9][N:8]([C:12]([N:14]3[CH2:17][CH:16]([OH:18])[CH2:15]3)=[O:13])[CH2:7][CH2:6]2)[CH2:4][CH2:3][CH2:2]1.[H-].[Na+].Cl[C:22]1[N:27]=[CH:26][C:25]([C:28]([NH:30][CH3:31])=[O:29])=[CH:24][CH:23]=1, predict the reaction product. The product is: [CH:1]1([N:5]2[CH2:11][CH2:10][CH2:9][N:8]([C:12]([N:14]3[CH2:15][CH:16]([O:18][C:22]4[N:27]=[CH:26][C:25]([C:28]([NH:30][CH3:31])=[O:29])=[CH:24][CH:23]=4)[CH2:17]3)=[O:13])[CH2:7][CH2:6]2)[CH2:4][CH2:3][CH2:2]1. (7) Given the reactants [NH:1]1[C:9]2[C:4](=[CH:5][CH:6]=[CH:7][CH:8]=2)[C:3]2([C:21]3[C:12](=[CH:13][C:14]4[O:19][CH2:18][CH2:17][O:16][C:15]=4[CH:20]=3)[O:11][CH2:10]2)[C:2]1=[O:22].[N:23]1[CH:28]=[CH:27][CH:26]=[C:25]([CH2:29]O)[CH:24]=1.C1(P(C2C=CC=CC=2)C2C=CC=CC=2)C=CC=CC=1.N(C(OCC)=O)=NC(OCC)=O.C1(P(=O)(C2C=CC=CC=2)C2C=CC=CC=2)C=CC=CC=1, predict the reaction product. The product is: [N:23]1[CH:28]=[CH:27][CH:26]=[C:25]([CH2:29][N:1]2[C:9]3[C:4](=[CH:5][CH:6]=[CH:7][CH:8]=3)[C:3]3([C:21]4[C:12](=[CH:13][C:14]5[O:19][CH2:18][CH2:17][O:16][C:15]=5[CH:20]=4)[O:11][CH2:10]3)[C:2]2=[O:22])[CH:24]=1.